This data is from Peptide-MHC class I binding affinity with 185,985 pairs from IEDB/IMGT. The task is: Regression. Given a peptide amino acid sequence and an MHC pseudo amino acid sequence, predict their binding affinity value. This is MHC class I binding data. The peptide sequence is IKIPTHRHI. The MHC is HLA-A24:02 with pseudo-sequence HLA-A24:02. The binding affinity (normalized) is 0.